Dataset: Full USPTO retrosynthesis dataset with 1.9M reactions from patents (1976-2016). Task: Predict the reactants needed to synthesize the given product. Given the product [Br:12][C:13]1[N:14]=[CH:15][C:16]2[N:17]([CH:2]=[C:3]([C:5]3[CH:10]=[CH:9][C:8]([OH:11])=[CH:7][CH:6]=3)[N:19]=2)[CH:18]=1, predict the reactants needed to synthesize it. The reactants are: Br[CH2:2][C:3]([C:5]1[CH:10]=[CH:9][C:8]([OH:11])=[CH:7][CH:6]=1)=O.[Br:12][C:13]1[N:14]=[CH:15][C:16]([NH2:19])=[N:17][CH:18]=1.